Task: Predict the reaction yield, written as a fraction of the theoretical maximum amount of product (1.0 means a 100% yield; for example, 0.34 means a 34% yield).. Dataset: Reaction yield outcomes from USPTO patents with 853,638 reactions (1) The reactants are [NH2:1][C:2]1[C:11]2[C:6](=[CH:7][C:8]([CH2:12][N:13]3[C:18](=[O:19])[CH2:17][N:16]([C:20](=[O:29])[CH2:21][O:22][C:23]4[S:24][C:25]([Cl:28])=[CH:26][CH:27]=4)[CH2:15][CH:14]3[C:30]([OH:32])=O)=[CH:9][CH:10]=2)[N:5]=[CH:4][N:3]=1.[CH3:33][N:34]1CCOCC1.CN(C(ON1N=NC2C=CC=NC1=2)=[N+](C)C)C.F[P-](F)(F)(F)(F)F.CN.Cl. The catalyst is CN(C=O)C. The product is [CH3:33][NH:34][C:30]([CH:14]1[CH2:15][N:16]([C:20](=[O:29])[CH2:21][O:22][C:23]2[S:24][C:25]([Cl:28])=[CH:26][CH:27]=2)[CH2:17][C:18](=[O:19])[N:13]1[CH2:12][C:8]1[CH:7]=[C:6]2[C:11]([C:2]([NH2:1])=[N:3][CH:4]=[N:5]2)=[CH:10][CH:9]=1)=[O:32]. The yield is 0.580. (2) The reactants are [CH3:1][O:2][C:3]([C:5]1[C:6]([CH3:12])=[N+:7]([O-])[CH:8]=[CH:9][N:10]=1)=[O:4].P(Cl)(Cl)([Cl:15])=O. The catalyst is CN(C=O)C. The product is [Cl:15][C:8]1[N:7]=[C:6]([CH3:12])[C:5]([C:3]([O:2][CH3:1])=[O:4])=[N:10][CH:9]=1. The yield is 0.220. (3) The reactants are FC(F)(F)S(O[C:7]1[C:8]([C:18](=[O:20])[CH3:19])=[CH:9][C:10]([Cl:17])=[C:11]2[C:16]=1[N:15]=[CH:14][CH:13]=[CH:12]2)(=O)=O.[NH:23]1[CH2:28][CH2:27][CH2:26][CH:25]([CH2:29][OH:30])[CH2:24]1.C1C=CC(P(C2C=CC3C(=CC=CC=3)C=2C2C3C(=CC=CC=3)C=CC=2P(C2C=CC=CC=2)C2C=CC=CC=2)C2C=CC=CC=2)=CC=1.C(=O)([O-])[O-].[Cs+].[Cs+]. The catalyst is O1CCCC1.ClCCl.C([O-])(=O)C.[Pd+2].C([O-])(=O)C. The product is [Cl:17][C:10]1[CH:9]=[C:8]([C:18](=[O:20])[CH3:19])[C:7]([N:23]2[CH2:28][CH2:27][CH2:26][CH:25]([CH2:29][OH:30])[CH2:24]2)=[C:16]2[C:11]=1[CH:12]=[CH:13][CH:14]=[N:15]2. The yield is 0.220.